Dataset: Full USPTO retrosynthesis dataset with 1.9M reactions from patents (1976-2016). Task: Predict the reactants needed to synthesize the given product. Given the product [NH2:1][C:2]1[CH:10]=[CH:9][C:8]([F:11])=[CH:7][C:3]=1[C:4]([NH:19][C:18]1[CH:20]=[CH:21][CH:22]=[CH:23][C:17]=1[Cl:16])=[O:6], predict the reactants needed to synthesize it. The reactants are: [NH2:1][C:2]1[CH:10]=[CH:9][C:8]([F:11])=[CH:7][C:3]=1[C:4]([OH:6])=O.O=S(Cl)Cl.[Cl:16][C:17]1[CH:23]=[CH:22][CH:21]=[CH:20][C:18]=1[NH2:19].C(Cl)(Cl)Cl.